Dataset: Forward reaction prediction with 1.9M reactions from USPTO patents (1976-2016). Task: Predict the product of the given reaction. Given the reactants [CH3:1][O:2][C:3]1[CH:12]=[C:11]2[C:6]([C:7](=O)[CH2:8][CH:9]([C:13]([O:15][CH2:16][CH3:17])=[O:14])[O:10]2)=[CH:5][CH:4]=1.Cl.[CH3:20][O:21][NH2:22], predict the reaction product. The product is: [CH3:1][O:2][C:3]1[CH:12]=[C:11]2[C:6]([C:7](=[N:22][O:21][CH3:20])[CH2:8][CH:9]([C:13]([O:15][CH2:16][CH3:17])=[O:14])[O:10]2)=[CH:5][CH:4]=1.